Dataset: Full USPTO retrosynthesis dataset with 1.9M reactions from patents (1976-2016). Task: Predict the reactants needed to synthesize the given product. (1) Given the product [CH3:16][O:15][N:14]=[C:12]1[CH2:11][C@@H:10]([C:17]2[N:18]=[C:36]([CH:33]3[CH2:34][CH2:35][N:30]([C:27](=[O:29])[CH3:28])[CH2:31][CH2:32]3)[O:20][N:19]=2)[N:9]([C:7]([C:4]2[CH:3]=[CH:2][C:1]([C:21]3[CH:26]=[CH:25][CH:24]=[CH:23][CH:22]=3)=[CH:6][CH:5]=2)=[O:8])[CH2:13]1, predict the reactants needed to synthesize it. The reactants are: [C:1]1([C:21]2[CH:26]=[CH:25][CH:24]=[CH:23][CH:22]=2)[CH:6]=[CH:5][C:4]([C:7]([N:9]2[CH2:13][C:12](=[N:14][O:15][CH3:16])[CH2:11][C@H:10]2[C:17](=[N:19][OH:20])[NH2:18])=[O:8])=[CH:3][CH:2]=1.[C:27]([N:30]1[CH2:35][CH2:34][CH:33]([C:36](O)=O)[CH2:32][CH2:31]1)(=[O:29])[CH3:28]. (2) The reactants are: [F:1][C:2]1[CH:7]=[CH:6][C:5]([CH:8]2[CH2:13][C:12](=[O:14])[CH:11]=[CH:10][N:9]2C(OCC2C=CC=CC=2)=O)=[CH:4][CH:3]=1. Given the product [F:1][C:2]1[CH:7]=[CH:6][C:5]([C@@H:8]2[CH2:13][C@H:12]([OH:14])[CH2:11][CH2:10][NH:9]2)=[CH:4][CH:3]=1, predict the reactants needed to synthesize it. (3) The reactants are: [CH2:1]([O:3][C:4]([C:6]1([CH2:19][CH:20]([CH3:22])[CH3:21])[CH2:11][CH2:10][N:9](C(OC(C)(C)C)=O)[CH2:8][CH2:7]1)=[O:5])[CH3:2].[ClH:23]. Given the product [ClH:23].[CH2:1]([O:3][C:4]([C:6]1([CH2:19][CH:20]([CH3:21])[CH3:22])[CH2:11][CH2:10][NH:9][CH2:8][CH2:7]1)=[O:5])[CH3:2], predict the reactants needed to synthesize it. (4) Given the product [Cl:1][C:2]1[C:7]([C:8]2[O:14][C:12]([CH3:13])=[C:11]([CH3:15])[N:10]=2)=[CH:6][CH:5]=[C:4]([CH3:16])[N:3]=1, predict the reactants needed to synthesize it. The reactants are: [Cl:1][C:2]1[C:7]([C:8]([NH:10][CH:11]([CH3:15])[C:12](=[O:14])[CH3:13])=O)=[CH:6][CH:5]=[C:4]([CH3:16])[N:3]=1.CC[N+](S(N=C(OC)[O-])(=O)=O)(CC)CC. (5) Given the product [CH3:26][C:27]1([CH3:29])[O:12][C:6]2[CH:5]=[CH:4][C:3]([C:1]#[N:2])=[CH:11][C:7]=2[C:8](=[O:10])[O:9]1, predict the reactants needed to synthesize it. The reactants are: [C:1]([C:3]1[CH:11]=[C:7]([C:8]([OH:10])=[O:9])[C:6]([OH:12])=[CH:5][CH:4]=1)#[N:2].C(OC(C(F)(F)F)=O)(C(F)(F)F)=O.[CH3:26][C:27]([CH3:29])=O.